From a dataset of Full USPTO retrosynthesis dataset with 1.9M reactions from patents (1976-2016). Predict the reactants needed to synthesize the given product. (1) Given the product [CH:15]([O:28][C:29]([C:31]1[N:32]2[CH:35]([S:36][CH2:37][C:38]=1[CH:39]=[O:40])[CH:34]([NH:41][C:42](=[O:71])[C:43]([C:65]1[N:69]=[C:68]([NH2:70])[S:67][N:66]=1)=[N:44][O:45][C:46]([C:53]1[CH:54]=[CH:55][CH:56]=[CH:57][CH:58]=1)([C:47]1[CH:48]=[CH:49][CH:50]=[CH:51][CH:52]=1)[C:59]1[CH:64]=[CH:63][CH:62]=[CH:61][CH:60]=1)[C:33]2=[O:72])=[O:30])([C:22]1[CH:23]=[CH:24][CH:25]=[CH:26][CH:27]=1)[C:16]1[CH:17]=[CH:18][CH:19]=[CH:20][CH:21]=1, predict the reactants needed to synthesize it. The reactants are: CC1(C)N([O])C(C)(C)CCC1.[O-]Cl.[Na+].[CH:15]([O:28][C:29]([C:31]1[N:32]2[CH:35]([S:36][CH2:37][C:38]=1[CH2:39][OH:40])[CH:34]([NH:41][C:42](=[O:71])[C:43]([C:65]1[N:69]=[C:68]([NH2:70])[S:67][N:66]=1)=[N:44][O:45][C:46]([C:59]1[CH:64]=[CH:63][CH:62]=[CH:61][CH:60]=1)([C:53]1[CH:58]=[CH:57][CH:56]=[CH:55][CH:54]=1)[C:47]1[CH:52]=[CH:51][CH:50]=[CH:49][CH:48]=1)[C:33]2=[O:72])=[O:30])([C:22]1[CH:27]=[CH:26][CH:25]=[CH:24][CH:23]=1)[C:16]1[CH:21]=[CH:20][CH:19]=[CH:18][CH:17]=1.[K+].[Br-].C([O-])(O)=O.[Na+]. (2) Given the product [CH2:18]([C:15]1[CH:14]=[N:13][C:12]([N:8]2[CH2:9][CH2:10][C:5]3([O:4][CH2:3][CH2:2][O:1]3)[CH2:6][CH2:7]2)=[N:17][CH:16]=1)[CH3:19], predict the reactants needed to synthesize it. The reactants are: [O:1]1[C:5]2([CH2:10][CH2:9][NH:8][CH2:7][CH2:6]2)[O:4][CH2:3][CH2:2]1.Cl[C:12]1[N:17]=[CH:16][C:15]([CH2:18][CH3:19])=[CH:14][N:13]=1. (3) Given the product [CH:7]([C:1]1[CH:6]=[CH:5][C:4]([I:12])=[CH:3][CH:2]=1)([CH3:9])[CH3:8], predict the reactants needed to synthesize it. The reactants are: [C:1]1([CH:7]([CH3:9])[CH3:8])[CH:6]=[CH:5][CH:4]=[CH:3][CH:2]=1.II.[I:12](O)(=O)=O. (4) The reactants are: [CH3:1][C:2]1([CH3:20])[CH2:6][C:5]2[C:7]([CH3:19])=[C:8]([N:13]3[CH2:18][CH2:17][NH:16][CH2:15][CH2:14]3)[C:9]([CH3:12])=[C:10]([CH3:11])[C:4]=2[O:3]1.Br[C:22]1[CH:27]=[CH:26][C:25]([Cl:28])=[C:24]([O:29][CH3:30])[CH:23]=1. Given the product [Cl:28][C:25]1[CH:26]=[CH:27][C:22]([N:16]2[CH2:15][CH2:14][N:13]([C:8]3[C:9]([CH3:12])=[C:10]([CH3:11])[C:4]4[O:3][C:2]([CH3:20])([CH3:1])[CH2:6][C:5]=4[C:7]=3[CH3:19])[CH2:18][CH2:17]2)=[CH:23][C:24]=1[O:29][CH3:30], predict the reactants needed to synthesize it. (5) The reactants are: [CH2:1]([O:3][C:4]([C:6]1([CH3:27])[CH2:11][CH2:10][N:9]([C:12]2[CH2:26][C:15]3([CH2:18][N:17](C(OC(C)(C)C)=O)[CH2:16]3)[O:14][N:13]=2)[CH2:8][CH2:7]1)=[O:5])[CH3:2].[CH2:28]([O:35][C:36]1[C:43]([O:44][CH2:45][CH3:46])=[CH:42][C:39]([CH:40]=O)=[CH:38][C:37]=1[Cl:47])[C:29]1[CH:34]=[CH:33][CH:32]=[CH:31][CH:30]=1. Given the product [CH2:28]([O:35][C:36]1[C:43]([O:44][CH2:45][CH3:46])=[CH:42][C:39]([CH2:40][N:17]2[CH2:16][C:15]3([CH2:26][C:12]([N:9]4[CH2:8][CH2:7][C:6]([CH3:27])([C:4]([O:3][CH2:1][CH3:2])=[O:5])[CH2:11][CH2:10]4)=[N:13][O:14]3)[CH2:18]2)=[CH:38][C:37]=1[Cl:47])[C:29]1[CH:30]=[CH:31][CH:32]=[CH:33][CH:34]=1, predict the reactants needed to synthesize it.